This data is from Forward reaction prediction with 1.9M reactions from USPTO patents (1976-2016). The task is: Predict the product of the given reaction. (1) Given the reactants [N:1]1[CH:6]=[CH:5][CH:4]=[C:3]([CH2:7][OH:8])[CH:2]=1.[H-].[Na+].[Br:11][C:12]1[CH:19]=[CH:18][C:15]([CH2:16]Br)=[CH:14][CH:13]=1, predict the reaction product. The product is: [Br:11][C:12]1[CH:19]=[CH:18][C:15]([CH2:16][O:8][CH2:7][C:3]2[CH:2]=[N:1][CH:6]=[CH:5][CH:4]=2)=[CH:14][CH:13]=1. (2) Given the reactants CS(O[CH2:6][C@H:7]1[N:17]2[C:18]3[N:9]([C:10](=[O:20])[CH:11]=[N:12][C:13]=3[CH:14]=[CH:15][C:16]2=[O:19])[CH2:8]1)(=O)=O.N1C=CC=CC=1.[NH:27]1[CH2:32][CH2:31][CH:30]([NH:33][C:34](=[O:40])[O:35][C:36]([CH3:39])([CH3:38])[CH3:37])[CH2:29][CH2:28]1, predict the reaction product. The product is: [O:20]=[C:10]1[CH:11]=[N:12][C:13]2=[C:18]3[N:9]1[CH2:8][C@@H:7]([CH2:6][N:27]1[CH2:28][CH2:29][CH:30]([NH:33][C:34](=[O:40])[O:35][C:36]([CH3:38])([CH3:37])[CH3:39])[CH2:31][CH2:32]1)[N:17]3[C:16](=[O:19])[CH:15]=[CH:14]2. (3) Given the reactants [Cl:1][C:2]1[S:6][C:5]([C:7]([NH:9][CH2:10][C:11]2[N:12]=[N:13][N:14]([C:16]3[CH:21]=[CH:20][C:19]([N:22]4[CH:27]=[CH:26][CH:25]=[CH:24][C:23]4=[O:28])=[CH:18][C:17]=3[C:29]3[CH:34]=[CH:33][N:32]=[C:31](F)[CH:30]=3)[CH:15]=2)=[O:8])=[CH:4][CH:3]=1.[CH3:36][NH:37][CH3:38], predict the reaction product. The product is: [Cl:1][C:2]1[S:6][C:5]([C:7]([NH:9][CH2:10][C:11]2[N:12]=[N:13][N:14]([C:16]3[CH:21]=[CH:20][C:19]([N:22]4[CH:27]=[CH:26][CH:25]=[CH:24][C:23]4=[O:28])=[CH:18][C:17]=3[C:29]3[CH:34]=[CH:33][N:32]=[C:31]([N:37]([CH3:38])[CH3:36])[CH:30]=3)[CH:15]=2)=[O:8])=[CH:4][CH:3]=1. (4) Given the reactants [C:1]([O:9][CH2:10][CH3:11])(=[O:8])[CH2:2][C:3]([O:5][CH2:6][CH3:7])=[O:4].[O-]CC.[Mg+2].[O-]CC.C(OCC)(=O)CC(OCC)=O.[Mg].[CH3:31][O:32][C:33](=[O:46])[C:34]1[CH:39]=[C:38]([N+:40]([O-:42])=[O:41])[CH:37]=[C:36]([C:43](Cl)=[O:44])[CH:35]=1, predict the reaction product. The product is: [CH2:10]([O:9][C:1](=[O:8])[CH:2]([C:43](=[O:44])[C:36]1[CH:37]=[C:38]([N+:40]([O-:42])=[O:41])[CH:39]=[C:34]([C:33]([O:32][CH3:31])=[O:46])[CH:35]=1)[C:3]([O:5][CH2:6][CH3:7])=[O:4])[CH3:11]. (5) Given the reactants [N:1]1([C:5](=[O:23])[CH2:6][C:7]2[CH:12]=[CH:11][C:10]([O:13]CC3C=CC=CC=3)=[CH:9][C:8]=2[O:21][CH3:22])[CH2:4][CH2:3][CH2:2]1, predict the reaction product. The product is: [N:1]1([C:5](=[O:23])[CH2:6][C:7]2[CH:12]=[CH:11][C:10]([OH:13])=[CH:9][C:8]=2[O:21][CH3:22])[CH2:4][CH2:3][CH2:2]1. (6) Given the reactants Cl.[C:2]([NH:6][OH:7])([CH3:5])([CH3:4])[CH3:3].[S:8]([C:12]1[N:21]=[C:20]([S:22]([OH:25])(=[O:24])=[O:23])[C:19]2[N:18]=[CH:17][CH:16]=[CH:15][C:14]=2[C:13]=1[CH:26]=O)([OH:11])(=[O:10])=[O:9], predict the reaction product. The product is: [C:2]([N+:6]([O-:7])=[CH:26][C:13]1[C:12]([S:8]([OH:11])(=[O:10])=[O:9])=[N:21][C:20]([S:22]([OH:25])(=[O:24])=[O:23])=[C:19]2[C:14]=1[CH:15]=[CH:16][CH:17]=[N:18]2)([CH3:5])([CH3:4])[CH3:3]. (7) Given the reactants Cl.[Cl:2][C:3]1[CH:4]=[C:5]([NH:9][C:10]2[CH:18]=[C:17]([C:19]([F:22])([F:21])[F:20])[C:13]([C:14]([OH:16])=O)=[CH:12][N:11]=2)[CH:6]=[CH:7][CH:8]=1.CN1CCOCC1.[NH2:30][CH2:31][CH:32]1[CH2:37][CH2:36][CH2:35][CH2:34][CH2:33]1.O.ON1C2C=CC=CC=2N=N1.Cl.CN(C)CCCN=C=NCC, predict the reaction product. The product is: [CH:32]1([CH2:31][NH:30][C:14]([C:13]2[C:17]([C:19]([F:22])([F:21])[F:20])=[CH:18][C:10]([NH:9][C:5]3[CH:6]=[CH:7][CH:8]=[C:3]([Cl:2])[CH:4]=3)=[N:11][CH:12]=2)=[O:16])[CH2:37][CH2:36][CH2:35][CH2:34][CH2:33]1. (8) Given the reactants [C:1]([N:8]1[CH2:13][CH2:12][CH:11]([CH2:14][CH2:15][OH:16])[CH2:10][CH2:9]1)([O:3][C:4]([CH3:7])([CH3:6])[CH3:5])=[O:2].O[C:18]1[CH:19]=[C:20]([CH:26]=[CH:27][CH:28]=1)[C:21]([O:23][CH2:24][CH3:25])=[O:22].C(P(CCCC)CCCC)CCC.C1CCN(C(N=NC(N2CCCCC2)=O)=O)CC1, predict the reaction product. The product is: [CH2:24]([O:23][C:21](=[O:22])[C:20]1[CH:26]=[CH:27][CH:28]=[C:18]([O:16][CH2:15][CH2:14][CH:11]2[CH2:12][CH2:13][N:8]([C:1]([O:3][C:4]([CH3:7])([CH3:6])[CH3:5])=[O:2])[CH2:9][CH2:10]2)[CH:19]=1)[CH3:25]. (9) Given the reactants [H-].[Na+].[S:3]1[CH:7]=[CH:6][CH:5]=[C:4]1[C:8]1[N:9]=[CH:10][NH:11][CH:12]=1.Br[CH2:14][CH2:15][C:16]([O:18][CH3:19])=[O:17], predict the reaction product. The product is: [S:3]1[CH:7]=[CH:6][CH:5]=[C:4]1[C:8]1[N:9]=[CH:10][N:11]([CH2:14][CH2:15][C:16]([O:18][CH3:19])=[O:17])[CH:12]=1. (10) Given the reactants [CH2:1]([O:3][C:4]([N:6]1[C:15]2[C:10](=[CH:11][C:12]([CH3:17])=[N:13][C:14]=2[CH3:16])[C:9](=[N:18]O)[CH2:8][CH:7]1[CH2:20][CH3:21])=[O:5])[CH3:2], predict the reaction product. The product is: [CH2:1]([O:3][C:4]([N:6]1[C:15]2[C:10](=[CH:11][C:12]([CH3:17])=[N:13][C:14]=2[CH3:16])[CH:9]([NH2:18])[CH2:8][CH:7]1[CH2:20][CH3:21])=[O:5])[CH3:2].